This data is from Catalyst prediction with 721,799 reactions and 888 catalyst types from USPTO. The task is: Predict which catalyst facilitates the given reaction. (1) Product: [C:36]([O:40][C:41]([NH:43][CH2:44][C:45]([NH:20][CH2:19][CH2:18][CH2:17][C@H:16]([N:21]([CH3:34])[C:22]([NH:24][CH2:25][C:26]1[CH:31]=[CH:30][CH:29]=[C:28]([F:32])[C:27]=1[Cl:33])=[O:23])[CH2:15][O:14][C:13](=[O:35])[NH:12][C:6]1[N:7]=[CH:8][C:9]2[C:4]([CH:5]=1)=[CH:3][C:2]([F:1])=[CH:11][CH:10]=2)=[O:46])=[O:42])([CH3:39])([CH3:38])[CH3:37]. The catalyst class is: 3. Reactant: [F:1][C:2]1[CH:3]=[C:4]2[C:9](=[CH:10][CH:11]=1)[CH:8]=[N:7][C:6]([NH:12][C:13](=[O:35])[O:14][CH2:15][C@@H:16]([N:21]([CH3:34])[C:22]([NH:24][CH2:25][C:26]1[CH:31]=[CH:30][CH:29]=[C:28]([F:32])[C:27]=1[Cl:33])=[O:23])[CH2:17][CH2:18][CH2:19][NH2:20])=[CH:5]2.[C:36]([O:40][C:41]([NH:43][CH2:44][C:45](O)=[O:46])=[O:42])([CH3:39])([CH3:38])[CH3:37].CN(C(ON1N=NC2C=CC=CC1=2)=[N+](C)C)C.F[P-](F)(F)(F)(F)F.CCN(C(C)C)C(C)C. (2) Reactant: [CH2:1]([O:3][C:4](=[O:36])[CH:5]([O:10][CH2:11][CH2:12][O:13][CH2:14][CH2:15][O:16][CH2:17][CH2:18][O:19][CH2:20][CH2:21][O:22][CH2:23][CH2:24][O:25][CH2:26][CH2:27][O:28]CC1C=CC=CC=1)[CH2:6][CH2:7][CH2:8][CH3:9])[CH3:2]. Product: [CH2:1]([O:3][C:4](=[O:36])[CH:5]([O:10][CH2:11][CH2:12][O:13][CH2:14][CH2:15][O:16][CH2:17][CH2:18][O:19][CH2:20][CH2:21][O:22][CH2:23][CH2:24][O:25][CH2:26][CH2:27][OH:28])[CH2:6][CH2:7][CH2:8][CH3:9])[CH3:2]. The catalyst class is: 29.